Dataset: Forward reaction prediction with 1.9M reactions from USPTO patents (1976-2016). Task: Predict the product of the given reaction. (1) Given the reactants [NH2:1][C:2]1[CH:3]=[CH:4][CH:5]=[C:6]2[C:11]=1[NH:10][C:9](=[O:12])[CH:8]([NH:13][C:14](=[O:20])[O:15][C:16]([CH3:19])([CH3:18])[CH3:17])[CH2:7]2.[H-].[Na+].[CH2:23](Br)[C:24]1[CH:29]=[CH:28][CH:27]=[CH:26][CH:25]=1, predict the reaction product. The product is: [NH2:1][C:2]1[CH:3]=[CH:4][CH:5]=[C:6]2[C:11]=1[N:10]([CH2:23][C:24]1[CH:29]=[CH:28][CH:27]=[CH:26][CH:25]=1)[C:9](=[O:12])[CH:8]([NH:13][C:14](=[O:20])[O:15][C:16]([CH3:17])([CH3:19])[CH3:18])[CH2:7]2. (2) Given the reactants [N:1]1[CH:6]=[CH:5][C:4]([C:7]2[C:15]3[C:10](=[CH:11][CH:12]=[C:13]([N:16]4[CH:20]=[C:19]([C@@H:21]5[CH2:26][CH2:25][CH2:24][N:23](C(OC(C)(C)C)=O)[CH2:22]5)[N:18]=[N:17]4)[CH:14]=3)[N:9](C(C3C=CC=CC=3)(C3C=CC=CC=3)C3C=CC=CC=3)[N:8]=2)=[CH:3][CH:2]=1.C(O)(C(F)(F)F)=O.[SiH](CC)(CC)CC, predict the reaction product. The product is: [NH:23]1[CH2:24][CH2:25][CH2:26][C@@H:21]([C:19]2[N:18]=[N:17][N:16]([C:13]3[CH:14]=[C:15]4[C:10](=[CH:11][CH:12]=3)[NH:9][N:8]=[C:7]4[C:4]3[CH:3]=[CH:2][N:1]=[CH:6][CH:5]=3)[CH:20]=2)[CH2:22]1. (3) Given the reactants [Cl:1][C:2]1[CH:3]=[N:4][CH:5]=[C:6]([Cl:26])[C:7]=1[NH:8][C:9]1[NH:10][C:11]2[C:17]3[CH2:18][C:19]([CH3:22])([CH3:21])[O:20][C:16]=3[C:15]([C:23]([OH:25])=O)=[CH:14][C:12]=2[N:13]=1.F[B-](F)(F)F.N1(OC(N(C)C)=[N+](C)C)C2C=CC=CC=2N=N1.CN(C=O)C.[NH:54]1[CH2:59][CH2:58][O:57][CH2:56][CH2:55]1, predict the reaction product. The product is: [Cl:26][C:6]1[CH:5]=[N:4][CH:3]=[C:2]([Cl:1])[C:7]=1[NH:8][C:9]1[NH:10][C:11]2[C:17]3[CH2:18][C:19]([CH3:21])([CH3:22])[O:20][C:16]=3[C:15]([C:23]([N:54]3[CH2:59][CH2:58][O:57][CH2:56][CH2:55]3)=[O:25])=[CH:14][C:12]=2[N:13]=1. (4) Given the reactants Cl.Cl.[NH2:3][C@@H:4]1[CH2:9][CH2:8][C@H:7]([N:10]2[C:15](=[O:16])[C:14]3[CH:17]=[C:18]([F:21])[CH:19]=[N:20][C:13]=3[N:12]([C:22]3[CH:23]=[C:24]([C:28]4[CH:33]=[CH:32][C:31]([CH2:34][N:35]([CH3:37])[CH3:36])=[CH:30][CH:29]=4)[CH:25]=[CH:26][CH:27]=3)[C:11]2=[O:38])[CH2:6][CH2:5]1.C(N(CC)C(C)C)(C)C.[C:48](Cl)(=[O:50])[CH3:49], predict the reaction product. The product is: [CH3:37][N:35]([CH2:34][C:31]1[CH:30]=[CH:29][C:28]([C:24]2[CH:25]=[CH:26][CH:27]=[C:22]([N:12]3[C:13]4[N:20]=[CH:19][C:18]([F:21])=[CH:17][C:14]=4[C:15](=[O:16])[N:10]([C@@H:7]4[CH2:8][CH2:9][C@H:4]([NH:3][C:48](=[O:50])[CH3:49])[CH2:5][CH2:6]4)[C:11]3=[O:38])[CH:23]=2)=[CH:33][CH:32]=1)[CH3:36]. (5) Given the reactants [Cl:1][C:2]1[C:20]([C:21]([F:24])([F:23])[F:22])=[CH:19][CH:18]=[CH:17][C:3]=1[CH2:4][NH:5][C:6](=O)[CH:7]([C:9]1[CH:14]=[CH:13][CH:12]=[CH:11][C:10]=1[Cl:15])[CH3:8].[H-].C([Al+]CC(C)C)C(C)C.[C@H](O)(C([O-])=O)[C@@H](O)C([O-])=O.[Na+].[K+], predict the reaction product. The product is: [Cl:1][C:2]1[C:20]([C:21]([F:24])([F:22])[F:23])=[CH:19][CH:18]=[CH:17][C:3]=1[CH2:4][NH:5][CH2:6][CH:7]([C:9]1[CH:14]=[CH:13][CH:12]=[CH:11][C:10]=1[Cl:15])[CH3:8]. (6) The product is: [Si:1]([O:8][C@@H:9]1[CH2:15][CH2:14][C@@H:13]([C:16]2[CH:21]=[CH:20][CH:19]=[C:18]([F:22])[C:17]=2[F:23])[CH2:12][CH2:11][C:10]1=[O:24])([C:4]([CH3:7])([CH3:6])[CH3:5])([CH3:3])[CH3:2]. Given the reactants [Si:1]([O:8][CH:9]1[CH2:15][CH2:14][CH:13]([C:16]2[CH:21]=[CH:20][CH:19]=[C:18]([F:22])[C:17]=2[F:23])[CH2:12][CH2:11][CH:10]1[OH:24])([C:4]([CH3:7])([CH3:6])[CH3:5])([CH3:3])[CH3:2].CC(OI1(OC(C)=O)(OC(C)=O)OC(=O)C2C=CC=CC1=2)=O.[O-]S([O-])(=S)=O.[Na+].[Na+], predict the reaction product. (7) The product is: [C:1]([O:5][C:6]([NH:8][NH:21][CH2:20][C:35]1[S:30][C:27]2[CH:28]=[CH:29][CH:24]=[CH:25][C:26]=2[CH:36]=1)=[O:7])([CH3:4])([CH3:3])[CH3:2]. Given the reactants [C:1]([O:5][C:6]([NH:8]C=CC1NC2C=CC=CC=2C=1)=[O:7])([CH3:4])([CH3:3])[CH3:2].[C:20]([BH3-])#[N:21].[Na+].[C:24]1(C)[CH:29]=[CH:28][C:27]([S:30](O)(=O)=O)=[CH:26][CH:25]=1.[CH2:35]1COC[CH2:36]1, predict the reaction product. (8) Given the reactants [CH3:1][N:2]1[CH2:6][CH2:5][CH2:4][C@@H:3]1[C:7]1[N:11]2[CH:12]=[C:13]([O:16][C@H:17]3[C:26]4[C:21](=[CH:22][CH:23]=[CH:24][CH:25]=4)[C@@H:20]([NH2:27])[CH2:19][CH2:18]3)[CH:14]=[CH:15][C:10]2=[N:9][N:8]=1.ClC(Cl)(Cl)C[O:31][C:32](=O)[NH:33][C:34]1[N:35]([C:43]2[CH:48]=[CH:47][C:46]([CH3:49])=[CH:45][CH:44]=2)[N:36]=[C:37]([C:39]([CH3:42])([CH3:41])[CH3:40])[CH:38]=1.CCN(C(C)C)C(C)C, predict the reaction product. The product is: [C:39]([C:37]1[CH:38]=[C:34]([NH:33][C:32]([NH:27][C@@H:20]2[C:21]3[C:26](=[CH:25][CH:24]=[CH:23][CH:22]=3)[C@H:17]([O:16][C:13]3[CH:14]=[CH:15][C:10]4[N:11]([C:7]([C@H:3]5[CH2:4][CH2:5][CH2:6][N:2]5[CH3:1])=[N:8][N:9]=4)[CH:12]=3)[CH2:18][CH2:19]2)=[O:31])[N:35]([C:43]2[CH:48]=[CH:47][C:46]([CH3:49])=[CH:45][CH:44]=2)[N:36]=1)([CH3:42])([CH3:40])[CH3:41]. (9) Given the reactants C(OOC(C1C=C(C=CC=1C(OOC(C)(C)C)=O)C(C1C=CC(C(OOC(C)(C)C)=O)=C(C(OOC(C)(C)C)=O)C=1)=O)=O)(C)(C)C.[C:47]([O:56][O:57][C:58]([C:61]1C=CC=CC=1)([CH3:60])[CH3:59])([C:50]1C=CC=CC=1)([CH3:49])[CH3:48], predict the reaction product. The product is: [CH3:48][C:47]([O:56][O:57][C:58]([CH3:61])([CH3:60])[CH3:59])([CH3:50])[CH3:49]. (10) The product is: [F:13][C:5]1[CH:4]=[CH:3][C:2]([B:14]([OH:19])[OH:15])=[CH:7][C:6]=1[N:8]1[CH:12]=[N:11][CH:10]=[N:9]1. Given the reactants Br[C:2]1[CH:3]=[CH:4][C:5]([F:13])=[C:6]([N:8]2[CH:12]=[N:11][CH:10]=[N:9]2)[CH:7]=1.[B:14]1(B2OCC(C)(C)CO2)[O:19]CC(C)(C)C[O:15]1, predict the reaction product.